From a dataset of Full USPTO retrosynthesis dataset with 1.9M reactions from patents (1976-2016). Predict the reactants needed to synthesize the given product. The reactants are: [Cl:1][C:2]1[C:18]([OH:19])=[CH:17][C:5]2[C:6]([C:9]([C:11]3[CH:16]=[CH:15][CH:14]=[CH:13][CH:12]=3)=[O:10])=[CH:7][O:8][C:4]=2[C:3]=1[Cl:20].[N+]([O-])(O)=[O:22]. Given the product [C:9]([C:6]1[C:5]2[C:17](=[O:22])[C:18](=[O:19])[C:2]([Cl:1])=[C:3]([Cl:20])[C:4]=2[O:8][CH:7]=1)(=[O:10])[C:11]1[CH:16]=[CH:15][CH:14]=[CH:13][CH:12]=1, predict the reactants needed to synthesize it.